Dataset: Full USPTO retrosynthesis dataset with 1.9M reactions from patents (1976-2016). Task: Predict the reactants needed to synthesize the given product. (1) Given the product [N:30]1([CH:36]2[CH2:41][CH2:40][N:39]([C:42]3[CH:43]=[CH:44][C:45]([NH:48][C:21](=[O:22])[C:20]4[CH:24]=[CH:25][C:17]([S:14](=[O:15])(=[O:16])[NH:13][C:8]5[CH:9]=[CH:10][CH:11]=[CH:12][C:7]=5[O:6][C:5]5[CH:26]=[CH:27][C:2]([Cl:1])=[CH:3][C:4]=5[O:28][CH3:29])=[CH:18][CH:19]=4)=[CH:46][CH:47]=3)[CH2:38][CH2:37]2)[CH2:31][CH2:32][CH2:33][CH2:34][CH2:35]1, predict the reactants needed to synthesize it. The reactants are: [Cl:1][C:2]1[CH:27]=[CH:26][C:5]([O:6][C:7]2[CH:12]=[CH:11][CH:10]=[CH:9][C:8]=2[NH:13][S:14]([C:17]2[CH:25]=[CH:24][C:20]([C:21](O)=[O:22])=[CH:19][CH:18]=2)(=[O:16])=[O:15])=[C:4]([O:28][CH3:29])[CH:3]=1.[N:30]1([CH:36]2[CH2:41][CH2:40][N:39]([C:42]3[CH:47]=[CH:46][C:45]([NH2:48])=[CH:44][CH:43]=3)[CH2:38][CH2:37]2)[CH2:35][CH2:34][CH2:33][CH2:32][CH2:31]1. (2) Given the product [CH2:28]([O:15][C:14](=[O:16])[CH:13]([C:3]1[C:4](=[O:12])[O:5][C:6]2[C:11]([C:2]=1[OH:1])=[CH:10][CH:9]=[CH:8][CH:7]=2)[C:17]1[CH:22]=[CH:21][CH:20]=[CH:19][CH:18]=1)[CH3:29], predict the reactants needed to synthesize it. The reactants are: [OH:1][C:2]1[C:11]2[C:6](=[CH:7][CH:8]=[CH:9][CH:10]=2)[O:5][C:4](=[O:12])[C:3]=1[CH:13]([C:17]1[CH:22]=[CH:21][CH:20]=[CH:19][CH:18]=1)[C:14]([OH:16])=[O:15].S(=O)(=O)(O)O.[CH3:28][CH2:29]O. (3) Given the product [CH3:33][C:31]1([CH3:32])[CH2:30][O:29][C:10]2([CH2:11][CH2:12][N:13]([C:16]([C:18]3[CH:23]=[CH:22][C:21]([O:24][CH:25]([CH3:27])[CH3:26])=[C:20]([CH3:28])[CH:19]=3)=[O:17])[CH2:14][CH2:15]2)[CH2:9][NH:8]1, predict the reactants needed to synthesize it. The reactants are: C([N:8]1[C:31]([CH3:33])([CH3:32])[CH2:30][O:29][C:10]2([CH2:15][CH2:14][N:13]([C:16]([C:18]3[CH:23]=[CH:22][C:21]([O:24][CH:25]([CH3:27])[CH3:26])=[C:20]([CH3:28])[CH:19]=3)=[O:17])[CH2:12][CH2:11]2)[CH2:9]1)C1C=CC=CC=1.C([O-])=O.[NH4+].